From a dataset of Forward reaction prediction with 1.9M reactions from USPTO patents (1976-2016). Predict the product of the given reaction. Given the reactants [N+:1]([C:4]1[CH:11]=[CH:10][C:7]([CH2:8]Cl)=[CH:6][CH:5]=1)([O-:3])=[O:2].[NH:12]1[CH2:17][CH2:16][CH2:15][CH2:14][CH2:13]1.CCN(CC)CC, predict the reaction product. The product is: [N+:1]([C:4]1[CH:11]=[CH:10][C:7]([CH2:8][N:12]2[CH2:17][CH2:16][CH2:15][CH2:14][CH2:13]2)=[CH:6][CH:5]=1)([O-:3])=[O:2].